Dataset: Catalyst prediction with 721,799 reactions and 888 catalyst types from USPTO. Task: Predict which catalyst facilitates the given reaction. (1) Reactant: [CH:1]([SH:4])([CH3:3])[CH3:2].[H-].[Na+].Cl[C:8]1[C:13]([Cl:14])=[CH:12][CH:11]=[CH:10][N:9]=1.[NH4+].[Cl-]. Product: [Cl:14][C:13]1[C:8]([S:4][CH:1]([CH3:3])[CH3:2])=[N:9][CH:10]=[CH:11][CH:12]=1. The catalyst class is: 3. (2) Reactant: [Br:1][C:2]1[CH:3]=[C:4]([CH:8]=[CH:9][C:10]=1[CH3:11])[C:5]([OH:7])=[O:6]. Product: [Br:1][C:2]1[CH:3]=[C:4]([CH:8]=[CH:9][C:10]=1[CH3:11])[C:5]([O:7][C:4]([CH3:8])([CH3:5])[CH3:3])=[O:6]. The catalyst class is: 309. (3) Reactant: [NH2:1][C:2]1[C:3]([F:10])=[CH:4][C:5]([Cl:9])=[C:6]([OH:8])[CH:7]=1.CC(C)([O-])C.[K+].Cl[C:18]1[CH:19]=[CH:20][C:21]([C:24]#[N:25])=[N:22][CH:23]=1. Product: [NH2:1][C:2]1[C:3]([F:10])=[CH:4][C:5]([Cl:9])=[C:6]([CH:7]=1)[O:8][C:18]1[CH:19]=[CH:20][C:21]([C:24]#[N:25])=[N:22][CH:23]=1. The catalyst class is: 287. (4) Reactant: [CH:1]1([N:6]2[CH2:11][CH2:10][N:9]([C:12]([C:14]3[CH:15]=[C:16]4[C:20](=[CH:21][CH:22]=3)[NH:19][C:18]([C:23]([OH:25])=O)=[CH:17]4)=[O:13])[CH2:8][CH2:7]2)[CH2:5][CH2:4][CH2:3][CH2:2]1.Cl.F[B-](F)(F)F.N1(OC(N(C)C)=[N+](C)C)C2C=CC=CC=2N=N1.[F:49][C:50]([F:58])([F:57])[CH:51]1[CH2:56][CH2:55][NH:54][CH2:53][CH2:52]1.C(N(CC)C(C)C)(C)C. Product: [CH:1]1([N:6]2[CH2:7][CH2:8][N:9]([C:12]([C:14]3[CH:15]=[C:16]4[C:20](=[CH:21][CH:22]=3)[NH:19][C:18]([C:23]([N:54]3[CH2:55][CH2:56][CH:51]([C:50]([F:58])([F:57])[F:49])[CH2:52][CH2:53]3)=[O:25])=[CH:17]4)=[O:13])[CH2:10][CH2:11]2)[CH2:5][CH2:4][CH2:3][CH2:2]1. The catalyst class is: 9. (5) Reactant: [Cl:1][C:2]1[CH:3]=[CH:4][C:5]([O:25][CH:26]([F:28])[F:27])=[C:6]([C:8]2[C:12]([NH:13][C:14]([C:16]3[CH:17]=[N:18][N:19]4[CH:24]=[CH:23][CH:22]=[N:21][C:20]=34)=[O:15])=[CH:11][NH:10][N:9]=2)[CH:7]=1.Br[CH2:30][CH2:31][C:32]#[N:33].C([O-])([O-])=O.[Cs+].[Cs+]. Product: [Cl:1][C:2]1[CH:3]=[CH:4][C:5]([O:25][CH:26]([F:28])[F:27])=[C:6]([C:8]2[C:12]([NH:13][C:14]([C:16]3[CH:17]=[N:18][N:19]4[CH:24]=[CH:23][CH:22]=[N:21][C:20]=34)=[O:15])=[CH:11][N:10]([CH2:30][CH2:31][C:32]#[N:33])[N:9]=2)[CH:7]=1. The catalyst class is: 9. (6) Reactant: [CH2:1]([O:8][C:9]1[N:14]=[N:13][C:12]([C:15]#[C:16][C:17]2[CH:24]=[CH:23][CH:22]=[CH:21][C:18]=2C=O)=[CH:11][CH:10]=1)[C:2]1[CH:7]=[CH:6][CH:5]=[CH:4][CH:3]=1.CN([CH:28]=[O:29])C. Product: [CH2:1]([O:8][C:9]1[N:14]=[N:13][C:12]([CH2:15][CH2:16][C:17]2[CH:18]=[C:21]([CH:22]=[CH:23][CH:24]=2)[CH:28]=[O:29])=[CH:11][CH:10]=1)[C:2]1[CH:3]=[CH:4][CH:5]=[CH:6][CH:7]=1. The catalyst class is: 181.